Predict the product of the given reaction. From a dataset of Forward reaction prediction with 1.9M reactions from USPTO patents (1976-2016). (1) Given the reactants [CH:1]1([C:4]2[CH:5]=[CH:6][C:7]([C:17]([OH:19])=O)=[N:8][C:9]=2[S:10]([CH2:13][CH:14]([CH3:16])[CH3:15])(=[O:12])=[O:11])[CH2:3][CH2:2]1.Cl.[NH2:21][C@@H:22]([CH2:26][CH:27]([CH3:29])[CH3:28])[C:23]([NH2:25])=[O:24], predict the reaction product. The product is: [C:23]([C@@H:22]([NH:21][C:17]([C:7]1[CH:6]=[CH:5][C:4]([CH:1]2[CH2:2][CH2:3]2)=[C:9]([S:10]([CH2:13][CH:14]([CH3:15])[CH3:16])(=[O:11])=[O:12])[N:8]=1)=[O:19])[CH2:26][CH:27]([CH3:29])[CH3:28])(=[O:24])[NH2:25]. (2) Given the reactants [NH:1]1[CH:5]=[CH:4][C:3]([C:6]2[CH:11]=[CH:10][N:9]=[C:8]([C:12]3[C:16]4[C:17]([NH:21][CH:22]([CH3:24])[CH3:23])=[N:18][CH:19]=[CH:20][C:15]=4[N:14](CC4C=CC(OC)=CC=4)[N:13]=3)[CH:7]=2)=[N:2]1.Cl[C:35]1C=CN=C(C2C3C(NC(C)C)=NC=CC=3N(CC3C=CC(OC)=CC=3)N=2)C=1.CC1(C)C(C)(C)OB(C2C=CNN=2)O1.C([O-])([O-])=O.[Na+].[Na+], predict the reaction product. The product is: [CH:22]([NH:21][C:17]1[C:16]2[C:12]([C:8]3[CH:7]=[C:6]([C:3]4[CH:4]=[CH:5][N:1]([CH3:35])[N:2]=4)[CH:11]=[CH:10][N:9]=3)=[N:13][NH:14][C:15]=2[CH:20]=[CH:19][N:18]=1)([CH3:23])[CH3:24].